Task: Predict the product of the given reaction.. Dataset: Forward reaction prediction with 1.9M reactions from USPTO patents (1976-2016) (1) The product is: [ClH:14].[CH3:1][O:2][C:3]([C:5]1[N:6]([C:18]2[CH:19]=[CH:20][C:21]([CH2:22][NH2:23])=[C:16]([F:15])[CH:17]=2)[C:7]2[C:12]([C:13]=1[Cl:14])=[CH:11][CH:10]=[CH:9][CH:8]=2)=[O:4]. Given the reactants [CH3:1][O:2][C:3]([C:5]1[NH:6][C:7]2[C:12]([C:13]=1[Cl:14])=[CH:11][CH:10]=[CH:9][CH:8]=2)=[O:4].[F:15][C:16]1[CH:17]=[C:18](B(O)O)[CH:19]=[CH:20][C:21]=1[CH2:22][NH:23]C(OC(C)(C)C)=O, predict the reaction product. (2) Given the reactants Cl.[NH2:2][C@@H:3]([CH2:21][C:22]1[CH:27]=[C:26]([F:28])[CH:25]=[C:24]([F:29])[CH:23]=1)[C@H:4]([OH:20])[CH2:5][NH:6][C:7]1([C:10]2[CH:15]=[CH:14][CH:13]=[C:12]([C:16]([F:19])([F:18])[F:17])[CH:11]=2)[CH2:9][CH2:8]1.[O:30]=[C:31]1[C:40]2[CH:39]=[CH:38][CH:37]=[C:36]([C:41](O)=[O:42])[C:35]=2[CH2:34][CH2:33][N:32]1[CH2:44][CH2:45][CH2:46][CH2:47][CH3:48].OC1C2N=NNC=2C=CC=1.Cl.CN(C)CCCN=C=NCC.C(N(CC)C(C)C)(C)C, predict the reaction product. The product is: [F:29][C:24]1[CH:23]=[C:22]([CH:27]=[C:26]([F:28])[CH:25]=1)[CH2:21][C@H:3]([NH:2][C:41]([C:36]1[C:35]2[CH2:34][CH2:33][N:32]([CH2:44][CH2:45][CH2:46][CH2:47][CH3:48])[C:31](=[O:30])[C:40]=2[CH:39]=[CH:38][CH:37]=1)=[O:42])[C@H:4]([OH:20])[CH2:5][NH:6][C:7]1([C:10]2[CH:15]=[CH:14][CH:13]=[C:12]([C:16]([F:17])([F:18])[F:19])[CH:11]=2)[CH2:9][CH2:8]1. (3) Given the reactants [NH:1]1[CH:5]=[CH:4][C:3](B(O)O)=[N:2]1.Br[C:10]1[CH:15]=[CH:14][C:13]([NH:16][C:17]([N:19]2[CH2:27][C:26]3[C:21](=[CH:22][CH:23]=[CH:24][CH:25]=3)[CH2:20]2)=[O:18])=[C:12]([F:28])[CH:11]=1.Br[C:30]1[CH:31]=[C:32]2[C:36](=CC=1)CN(C(NC1C=[CH:36][C:32]([C:33](=O)NCCC)=[CH:31][CH:30]=1)=O)[CH2:33]2, predict the reaction product. The product is: [F:28][C:12]1[CH:11]=[C:10]([C:4]2[CH:3]=[N:2][N:1]([CH2:30][CH2:31][CH:32]([CH3:36])[CH3:33])[CH:5]=2)[CH:15]=[CH:14][C:13]=1[NH:16][C:17]([N:19]1[CH2:27][C:26]2[C:21](=[CH:22][CH:23]=[CH:24][CH:25]=2)[CH2:20]1)=[O:18]. (4) Given the reactants Cl.[NH:2]([C:4]1[CH:5]=[C:6]([CH:10]=[CH:11][CH:12]=1)[C:7]([OH:9])=[O:8])[NH2:3].[CH3:13][C:14]([CH3:21])([CH3:20])[C:15](=O)[CH2:16][C:17]#[N:18].[CH2:22](O)[CH3:23], predict the reaction product. The product is: [CH2:22]([O:8][C:7](=[O:9])[C:6]1[CH:10]=[CH:11][CH:12]=[C:4]([N:2]2[C:17]([NH2:18])=[CH:16][C:15]([C:14]([CH3:21])([CH3:20])[CH3:13])=[N:3]2)[CH:5]=1)[CH3:23]. (5) Given the reactants [H-].[Na+].[NH:3]1[C:11]2[C:6](=[CH:7][CH:8]=[CH:9][CH:10]=2)[CH:5]=[N:4]1.[CH2:12]([C:20]1[CH:30]=[CH:29][C:23]([O:24][CH2:25][CH:26]2[CH2:28][O:27]2)=[CH:22][CH:21]=1)[CH2:13][CH2:14][CH2:15][CH2:16][CH2:17][CH2:18][CH3:19].[Na+].[Cl-], predict the reaction product. The product is: [N:3]1([CH2:28][CH:26]([OH:27])[CH2:25][O:24][C:23]2[CH:29]=[CH:30][C:20]([CH2:12][CH2:13][CH2:14][CH2:15][CH2:16][CH2:17][CH2:18][CH3:19])=[CH:21][CH:22]=2)[C:11]2[C:6](=[CH:7][CH:8]=[CH:9][CH:10]=2)[CH:5]=[N:4]1. (6) Given the reactants Cl[C:2]1[C:11]2[C:6](=[CH:7][C:8]([O:14][CH2:15][CH2:16][CH2:17][N:18]3[CH2:23][CH2:22][N:21]([S:24]([CH3:27])(=[O:26])=[O:25])[CH2:20][CH2:19]3)=[C:9]([O:12][CH3:13])[CH:10]=2)[N:5]=[CH:4][N:3]=1.[OH:28][C:29]1[CH:30]=[C:31]2[C:35](=[N:36][CH:37]=1)[NH:34][CH:33]=[CH:32]2.C(=O)([O-])[O-].[K+].[K+], predict the reaction product. The product is: [NH:34]1[C:35]2[C:31](=[CH:30][C:29]([O:28][C:2]3[C:11]4[C:6](=[CH:7][C:8]([O:14][CH2:15][CH2:16][CH2:17][N:18]5[CH2:23][CH2:22][N:21]([S:24]([CH3:27])(=[O:26])=[O:25])[CH2:20][CH2:19]5)=[C:9]([O:12][CH3:13])[CH:10]=4)[N:5]=[CH:4][N:3]=3)=[CH:37][N:36]=2)[CH:32]=[CH:33]1. (7) Given the reactants N#N.[Br:3][C:4]1[CH:5]=[C:6]([C:9](=[O:11])[CH3:10])[S:7][CH:8]=1.COC([O:17][CH3:18])OC.[C:19]([O-])(O)=O.[Na+], predict the reaction product. The product is: [Br:3][C:4]1[CH:5]=[C:6]([C:9]2([CH3:10])[O:17][CH2:18][CH2:19][O:11]2)[S:7][CH:8]=1. (8) Given the reactants [N:1]1([C:7]2[C:8]3[S:28][C:27]([CH2:29][N:30]4[CH2:35][CH2:34][N:33]([C:36]([CH3:41])([CH3:40])[C:37]([NH2:39])=[O:38])[CH2:32][CH2:31]4)=[CH:26][C:9]=3[N:10]=[C:11]([Sn](CCCC)(CCCC)CCCC)[N:12]=2)[CH2:6][CH2:5][O:4][CH2:3][CH2:2]1.[C:42]1([S:48]([N:51]2[C:55]3=[CH:56][N:57]=[CH:58][C:59](Br)=[C:54]3[CH:53]=[C:52]2[CH2:61][CH3:62])(=[O:50])=[O:49])[CH:47]=[CH:46][CH:45]=[CH:44][CH:43]=1, predict the reaction product. The product is: [C:42]1([S:48]([N:51]2[C:55]3=[CH:56][N:57]=[CH:58][C:59]([C:11]4[N:12]=[C:7]([N:1]5[CH2:2][CH2:3][O:4][CH2:5][CH2:6]5)[C:8]5[S:28][C:27]([CH2:29][N:30]6[CH2:35][CH2:34][N:33]([C:36]([CH3:40])([CH3:41])[C:37]([NH2:39])=[O:38])[CH2:32][CH2:31]6)=[CH:26][C:9]=5[N:10]=4)=[C:54]3[CH:53]=[C:52]2[CH2:61][CH3:62])(=[O:50])=[O:49])[CH:47]=[CH:46][CH:45]=[CH:44][CH:43]=1. (9) Given the reactants Br[C:2]1[C:3]([OH:12])=[N:4][C:5]2[C:10]([CH:11]=1)=[CH:9][CH:8]=[CH:7][CH:6]=2.[B:13]1(B2OC(C)(C)C(C)(C)O2)[O:17]C(C)(C)C(C)(C)[O:14]1.C([O-])(=O)C.[K+].C(Cl)Cl, predict the reaction product. The product is: [O:12]=[C:3]1[C:2]([B:13]([OH:17])[OH:14])=[CH:11][C:10]2[C:5](=[CH:6][CH:7]=[CH:8][CH:9]=2)[NH:4]1.